This data is from Full USPTO retrosynthesis dataset with 1.9M reactions from patents (1976-2016). The task is: Predict the reactants needed to synthesize the given product. (1) Given the product [F:46][CH:37]([C@@H:27]([CH2:28][CH2:29][CH2:30][C:31]1[CH:32]=[CH:33][CH:34]=[CH:35][CH:36]=1)[C:26]([OH:47])=[O:25])[C:38]([N:40]1[CH2:41][CH2:42][O:43][CH2:44][CH2:45]1)=[O:39], predict the reactants needed to synthesize it. The reactants are: O[C@@H]([C@@H](CCCC1C=CC=CC=1)C(O)=O)C(N1CCOCC1)=O.C[O:25][C:26](=[O:47])[C@@H:27]([CH:37]([F:46])[C:38]([N:40]1[CH2:45][CH2:44][O:43][CH2:42][CH2:41]1)=[O:39])[CH2:28][CH2:29][CH2:30][C:31]1[CH:36]=[CH:35][CH:34]=[CH:33][CH:32]=1. (2) Given the product [Cl:10][C:9]1[CH:8]=[C:7]([O:11][CH2:12][CH3:13])[C:6]([OH:14])=[C:3]([CH:4]=[O:5])[C:2]=1[C:15]1[CH:20]=[CH:19][CH:18]=[CH:17][CH:16]=1, predict the reactants needed to synthesize it. The reactants are: Br[C:2]1[C:9]([Cl:10])=[CH:8][C:7]([O:11][CH2:12][CH3:13])=[C:6]([OH:14])[C:3]=1[CH:4]=[O:5].[C:15]1(B(O)O)[CH:20]=[CH:19][CH:18]=[CH:17][CH:16]=1. (3) Given the product [OH:14][C:11]1[CH:12]=[CH:13][C:8]([C:5]2[N:4]=[CH:3][C:2]([C:22]3[CH:23]=[CH:24][C:19]([C:17]([OH:18])=[O:16])=[CH:20][CH:21]=3)=[CH:7][N:6]=2)=[CH:9][CH:10]=1, predict the reactants needed to synthesize it. The reactants are: Cl[C:2]1[CH:3]=[N:4][C:5]([C:8]2[CH:13]=[CH:12][C:11]([OH:14])=[CH:10][CH:9]=2)=[N:6][CH:7]=1.C[O:16][C:17]([C:19]1[CH:24]=[CH:23][C:22](B(O)O)=[CH:21][CH:20]=1)=[O:18]. (4) The reactants are: [CH2:1]([CH:4]1[CH2:9][CH2:8][CH:7]([C:10]([OH:12])=[O:11])[CH2:6][CH2:5]1)[C:2]#[CH:3].[CH2:13](Cl)Cl.CO.[Si](C=[N+]=[N-])(C)(C)C. Given the product [CH2:1]([CH:4]1[CH2:9][CH2:8][CH:7]([C:10]([O:12][CH3:13])=[O:11])[CH2:6][CH2:5]1)[C:2]#[CH:3], predict the reactants needed to synthesize it. (5) Given the product [CH2:26]([N:33]1[CH:6]2[CH2:5][CH2:18][CH:11]1[CH2:12][C:3](=[O:4])[CH2:7]2)[C:27]1[CH:32]=[CH:31][CH:30]=[CH:29][CH:28]=1, predict the reactants needed to synthesize it. The reactants are: CO[CH:3]1[CH2:7][CH2:6][CH:5](OC)[O:4]1.Cl.[CH2:11]([C:18](O)=O)[C:12](CC(O)=O)=O.C([O-])(=O)C.[Na+].[CH2:26]([NH2:33])[C:27]1[CH:32]=[CH:31][CH:30]=[CH:29][CH:28]=1. (6) Given the product [CH2:1]([N:7]1[CH2:12][CH:11]2[CH:9]([C:10]2([C:14]2[CH:15]=[C:16]([NH:20][S:31]([CH2:30][CH2:29][O:28][CH3:27])(=[O:33])=[O:32])[CH:17]=[CH:18][CH:19]=2)[CH3:13])[CH2:8]1)[CH2:2][CH2:3][CH2:4][CH2:5][CH3:6], predict the reactants needed to synthesize it. The reactants are: [CH2:1]([N:7]1[CH2:12][CH:11]2[CH:9]([C:10]2([C:14]2[CH:15]=[C:16]([NH2:20])[CH:17]=[CH:18][CH:19]=2)[CH3:13])[CH2:8]1)[CH2:2][CH2:3][CH2:4][CH2:5][CH3:6].N1C=CC=CC=1.[CH3:27][O:28][CH2:29][CH2:30][S:31](Cl)(=[O:33])=[O:32]. (7) Given the product [CH3:18][O:17][C:14]1[CH:15]=[CH:16][C:11]([N:8]2[C:4]3=[N:5][CH:6]=[N:7][C:2]([NH:19][C:20]4[CH:21]=[C:22]([NH:27][C:28](=[O:39])[C:29]5[CH:34]=[CH:33][N:32]=[C:31]([C:35]([F:38])([F:36])[F:37])[CH:30]=5)[CH:23]=[CH:24][C:25]=4[CH3:26])=[C:3]3[CH:10]=[N:9]2)=[CH:12][CH:13]=1, predict the reactants needed to synthesize it. The reactants are: Cl[C:2]1[N:7]=[CH:6][N:5]=[C:4]2[N:8]([C:11]3[CH:16]=[CH:15][C:14]([O:17][CH3:18])=[CH:13][CH:12]=3)[N:9]=[CH:10][C:3]=12.[NH2:19][C:20]1[CH:21]=[C:22]([NH:27][C:28](=[O:39])[C:29]2[CH:34]=[CH:33][N:32]=[C:31]([C:35]([F:38])([F:37])[F:36])[CH:30]=2)[CH:23]=[CH:24][C:25]=1[CH3:26]. (8) Given the product [NH2:14][C:13]1[N:12]=[CH:11][N:10]=[C:9]2[N:5]([C:1]([CH3:4])([CH3:3])[CH3:2])[N:6]=[C:7]([OH:15])[C:8]=12, predict the reactants needed to synthesize it. The reactants are: [C:1]([N:5]1[C:9]2=[N:10][CH:11]=[N:12][C:13]([NH2:14])=[C:8]2[C:7]([O:15]C)=[N:6]1)([CH3:4])([CH3:3])[CH3:2].[I-].[Na+].C[Si](Cl)(C)C. (9) Given the product [CH3:1][O:2][C:3]1[CH:4]=[C:5]2[C:10](=[CH:11][C:12]=1[O:13][CH3:14])[N:9]=[CH:8][CH:7]=[C:6]2[O:15][C:16]1[CH:22]=[CH:21][C:19]([NH:20][C:36]([NH:53][C@H:51]([C:48]2[CH:49]=[CH:50][C:45]([F:44])=[CH:46][CH:47]=2)[CH3:52])=[O:42])=[C:18]([O:23][CH3:24])[CH:17]=1, predict the reactants needed to synthesize it. The reactants are: [CH3:1][O:2][C:3]1[CH:4]=[C:5]2[C:10](=[CH:11][C:12]=1[O:13][CH3:14])[N:9]=[CH:8][CH:7]=[C:6]2[O:15][C:16]1[CH:22]=[CH:21][C:19]([NH2:20])=[C:18]([O:23][CH3:24])[CH:17]=1.C(N(CC)CC)C.ClC(Cl)(O[C:36](=[O:42])OC(Cl)(Cl)Cl)Cl.[F:44][C:45]1[CH:50]=[CH:49][C:48]([C@@H:51]([NH2:53])[CH3:52])=[CH:47][CH:46]=1.